This data is from Full USPTO retrosynthesis dataset with 1.9M reactions from patents (1976-2016). The task is: Predict the reactants needed to synthesize the given product. Given the product [OH:24][CH2:23][CH2:22][C@@:13]1([C:16]2[CH:21]=[CH:20][CH:19]=[CH:18][CH:17]=2)[O:12][C:11](=[O:25])[N:10]([C@H:8]([C:5]2[CH:6]=[CH:7][C:2]([C:31]3[CH:32]=[N:33][C:28]([O:27][CH3:26])=[CH:29][CH:30]=3)=[CH:3][CH:4]=2)[CH3:9])[CH2:15][CH2:14]1, predict the reactants needed to synthesize it. The reactants are: Br[C:2]1[CH:7]=[CH:6][C:5]([C@@H:8]([N:10]2[CH2:15][CH2:14][C@:13]([CH2:22][CH2:23][OH:24])([C:16]3[CH:21]=[CH:20][CH:19]=[CH:18][CH:17]=3)[O:12][C:11]2=[O:25])[CH3:9])=[CH:4][CH:3]=1.[CH3:26][O:27][C:28]1[N:33]=[CH:32][C:31](B(O)O)=[CH:30][CH:29]=1.